From a dataset of Full USPTO retrosynthesis dataset with 1.9M reactions from patents (1976-2016). Predict the reactants needed to synthesize the given product. (1) Given the product [Cl:19][C:20]1[C:21]([O:31][C:2]2[N:6]([CH3:7])[C:5]3[C:8]([CH:14]([CH2:17][CH3:18])[CH2:15][CH3:16])=[CH:9][CH:10]=[C:11]([O:12][CH3:13])[C:4]=3[N:3]=2)=[C:22]([CH2:27][N:28]([CH3:29])[CH3:30])[CH:23]=[C:24]([Cl:26])[CH:25]=1, predict the reactants needed to synthesize it. The reactants are: Cl[C:2]1[N:6]([CH3:7])[C:5]2[C:8]([CH:14]([CH2:17][CH3:18])[CH2:15][CH3:16])=[CH:9][CH:10]=[C:11]([O:12][CH3:13])[C:4]=2[N:3]=1.[Cl:19][C:20]1[CH:25]=[C:24]([Cl:26])[CH:23]=[C:22]([CH2:27][N:28]([CH3:30])[CH3:29])[C:21]=1[OH:31].C(=O)([O-])[O-].[K+].[K+].Cl. (2) Given the product [CH:1]([N:14]1[CH2:17][CH:16]([O:18][CH:23]([C:24]2[CH:29]=[CH:28][C:27]([Br:30])=[CH:26][C:25]=2[F:31])[C:22]2[CH:33]=[CH:34][CH:35]=[CH:36][C:21]=2[C:20]([F:38])([F:37])[F:19])[CH2:15]1)([C:8]1[CH:13]=[CH:12][CH:11]=[CH:10][CH:9]=1)[C:2]1[CH:3]=[CH:4][CH:5]=[CH:6][CH:7]=1, predict the reactants needed to synthesize it. The reactants are: [CH:1]([N:14]1[CH2:17][CH:16]([OH:18])[CH2:15]1)([C:8]1[CH:13]=[CH:12][CH:11]=[CH:10][CH:9]=1)[C:2]1[CH:7]=[CH:6][CH:5]=[CH:4][CH:3]=1.[F:19][C:20]([F:38])([F:37])[C:21]1[CH:36]=[CH:35][CH:34]=[CH:33][C:22]=1[CH:23](O)[C:24]1[CH:29]=[CH:28][C:27]([Br:30])=[CH:26][C:25]=1[F:31].C(N1CC(OC(C2C=CC(Cl)=CC=2)C2C=CC(Cl)=CC=2Cl)C1)(C1C=CC=CC=1)C1C=CC=CC=1. (3) Given the product [C:1]([C:5]1[O:9][N:8]=[C:7]([NH:10][C:18](=[O:19])[O:20][C:21]2[CH:26]=[CH:25][CH:24]=[CH:23][CH:22]=2)[CH:6]=1)([CH3:4])([CH3:3])[CH3:2], predict the reactants needed to synthesize it. The reactants are: [C:1]([C:5]1[O:9][N:8]=[C:7]([NH2:10])[CH:6]=1)([CH3:4])([CH3:3])[CH3:2].C(=O)([O-])[O-].[K+].[K+].Cl[C:18]([O:20][C:21]1[CH:26]=[CH:25][CH:24]=[CH:23][CH:22]=1)=[O:19]. (4) Given the product [C:30]1(=[O:31])[C:29]2[C:34](=[CH:35][CH:36]=[CH:37][CH:28]=2)[CH2:33][NH:32]1, predict the reactants needed to synthesize it. The reactants are: NC1C=CC(N2CCCC(C)(C(N)=O)C2)=CC=1OC.ClC1N=C(N[C:28]2[CH:37]=[CH:36][CH:35]=[CH:34][C:29]=2[C:30]([NH:32][CH3:33])=[O:31])C(Cl)=CN=1.Cl.C(=O)([O-])O.[Na+]. (5) Given the product [ClH:34].[Br:1][C:2]1[CH:3]=[C:4]([CH:27]=[CH:28][C:29]=1[C:30]([CH3:33])([CH3:32])[CH3:31])[C:5]([NH:7][C:8](=[S:26])[NH:9][C:10]1[CH:11]=[CH:12][C:13]([NH:16][C:17](=[O:25])[CH2:18][CH2:19][CH2:20][CH2:21][N:22]([CH3:23])[CH3:24])=[CH:14][CH:15]=1)=[O:6], predict the reactants needed to synthesize it. The reactants are: [Br:1][C:2]1[CH:3]=[C:4]([CH:27]=[CH:28][C:29]=1[C:30]([CH3:33])([CH3:32])[CH3:31])[C:5]([NH:7][C:8](=[S:26])[NH:9][C:10]1[CH:15]=[CH:14][C:13]([NH:16][C:17](=[O:25])[CH2:18][CH2:19][CH2:20][CH2:21][N:22]([CH3:24])[CH3:23])=[CH:12][CH:11]=1)=[O:6].[ClH:34]. (6) Given the product [NH2:1][C:4]1[CH:9]=[CH:8][CH:7]=[CH:6][C:5]=1[S:10]([NH:13][C:14]1[CH:19]=[C:18]([CH3:20])[CH:17]=[CH:16][C:15]=1[CH3:21])(=[O:12])=[O:11], predict the reactants needed to synthesize it. The reactants are: [N+:1]([C:4]1[CH:9]=[CH:8][CH:7]=[CH:6][C:5]=1[S:10]([NH:13][C:14]1[CH:19]=[C:18]([CH3:20])[CH:17]=[CH:16][C:15]=1[CH3:21])(=[O:12])=[O:11])([O-])=O.[OH-].[K+]. (7) Given the product [Cl:1][C:2]1[N:6]=[C:5]([CH3:7])[NH:4][C:3]=1[C:8]1[CH:9]=[C:10]([CH:14]=[CH:15][C:16]=1[CH3:17])[C:11]([N:19]1[CH2:22][CH:21]([C:23]2[CH:30]=[CH:29][C:26]([C:27]#[N:28])=[CH:25][CH:24]=2)[CH2:20]1)=[O:13], predict the reactants needed to synthesize it. The reactants are: [Cl:1][C:2]1[NH:6][C:5]([CH3:7])=[N:4][C:3]=1[C:8]1[CH:9]=[C:10]([CH:14]=[CH:15][C:16]=1[CH3:17])[C:11]([OH:13])=O.Cl.[NH:19]1[CH2:22][CH:21]([C:23]2[CH:30]=[CH:29][C:26]([C:27]#[N:28])=[CH:25][CH:24]=2)[CH2:20]1.CCN=C=NCCCN(C)C.C1C=CC2N(O)N=NC=2C=1.CCN(C(C)C)C(C)C.